From a dataset of Orexin1 receptor HTS with 218,158 compounds and 233 confirmed actives. Binary Classification. Given a drug SMILES string, predict its activity (active/inactive) in a high-throughput screening assay against a specified biological target. (1) The molecule is S(=O)(=O)(N1CCC(CC1)C(=O)NCCc1cc(ccc1)C)c1ccccc1. The result is 0 (inactive). (2) The compound is O=C(Nc1ccc(cc1)C(=O)C)C(NCC(=O)Nc1c(OC)ccc(c1)C)C. The result is 0 (inactive). (3) The drug is s1c(CN(Cc2cc3c([nH]c2=O)ccc(c3)C)Cc2n(nnn2)Cc2ccccc2)ccc1. The result is 0 (inactive). (4) The compound is O(c1cc2c(c(=O)n(cc2C(=O)Nc2nc(ccc2)C)c2ccc(OCC)cc2)cc1OC)C. The result is 0 (inactive). (5) The molecule is Fc1ccc(N\N=C2\c3c(C=CC2=O)cccc3)cc1. The result is 0 (inactive). (6) The result is 0 (inactive). The molecule is O1c2cc(C(=O)NC(CC)(C)C)ccc2OCC1.